From a dataset of Full USPTO retrosynthesis dataset with 1.9M reactions from patents (1976-2016). Predict the reactants needed to synthesize the given product. (1) Given the product [CH:1]1([N:5]2[CH2:10][CH2:9][CH:8]([O:11][C:12]3[CH:13]=[CH:14][C:15]([N:18]4[CH:22]=[N:21][C:20]([C:23]#[N:25])=[N:19]4)=[CH:16][CH:17]=3)[CH2:7][CH2:6]2)[CH2:2][CH2:3][CH2:4]1, predict the reactants needed to synthesize it. The reactants are: [CH:1]1([N:5]2[CH2:10][CH2:9][CH:8]([O:11][C:12]3[CH:17]=[CH:16][C:15]([N:18]4[CH:22]=[N:21][C:20]([C:23]([NH2:25])=O)=[N:19]4)=[CH:14][CH:13]=3)[CH2:7][CH2:6]2)[CH2:4][CH2:3][CH2:2]1.S(Cl)(Cl)=O.C(=O)([O-])O.[Na+]. (2) Given the product [CH2:1]1[O:2][C:3]2=[CH:4][C:5]3[C:10]([CH:11]=[C:12]2[O:13]1)=[N:9][CH:8]=[C:7]1[C:6]=3[N:14]([CH2:24][CH2:25][N:26]([CH3:28])[CH3:27])[C:15](=[O:23])[C:16]2[CH:21]=[CH:20][CH:19]=[CH:18][C:17]1=2, predict the reactants needed to synthesize it. The reactants are: [CH2:1]1[O:13][C:12]2[CH:11]=[C:10]3[C:5]([C:6]([N:14]([CH2:24][CH2:25][N:26]([CH3:28])[CH3:27])[C:15](=[O:23])[C:16]4[CH:21]=[CH:20][CH:19]=[CH:18][C:17]=4I)=[CH:7][CH:8]=[N:9]3)=[CH:4][C:3]=2[O:2]1.C(Cl)(=O)C(Cl)=O.IC1C=CC=CC=1C(O)=O.C1OC2C=C3C(C(NCCN(C)C)=CC=N3)=CC=2O1.C(N(CC)CC)C. (3) Given the product [CH2:19]([O:18][C:16]([N:6]1[CH:5]([C:3]([OH:4])=[O:2])[CH2:9][O:8][CH:7]1[C:10]1[CH:11]=[CH:12][N:13]=[CH:14][CH:15]=1)=[O:17])[C:20]1[CH:25]=[CH:24][CH:23]=[CH:22][CH:21]=1, predict the reactants needed to synthesize it. The reactants are: C[O:2][C:3]([CH:5]1[CH2:9][O:8][CH:7]([C:10]2[CH:15]=[CH:14][N:13]=[CH:12][CH:11]=2)[N:6]1[C:16]([O:18][CH2:19][C:20]1[CH:25]=[CH:24][CH:23]=[CH:22][CH:21]=1)=[O:17])=[O:4].[OH-].[Na+]. (4) Given the product [Cl:3][C:4]1[CH:9]=[C:8]([C:10]2[NH:19][C:13]3[N:14]=[CH:15][N:16]([CH2:21][CH2:22][O:23][CH3:24])[C:17](=[O:18])[C:12]=3[CH:11]=2)[CH:7]=[CH:6][N:5]=1, predict the reactants needed to synthesize it. The reactants are: [H-].[Na+].[Cl:3][C:4]1[CH:9]=[C:8]([C:10]2[NH:19][C:13]3[N:14]=[CH:15][NH:16][C:17](=[O:18])[C:12]=3[CH:11]=2)[CH:7]=[CH:6][N:5]=1.Cl[CH2:21][CH2:22][O:23][CH3:24].C([O-])(O)=O.[Na+]. (5) The reactants are: [CH3:1][O:2][C:3]([NH:5][C@@H:6]([CH:10]([CH3:12])[CH3:11])[C:7](O)=[O:8])=[O:4].CN(C(ON1N=NC2C=CC=NC1=2)=[N+](C)C)C.F[P-](F)(F)(F)(F)F.Cl.Cl.[Br:39][C:40]1[CH:45]=[CH:44][C:43]([C:46]2[N:47]=[C:48]([C@@H:51]3[CH2:55][C@H:54]([S:56][CH3:57])[CH2:53][NH:52]3)[NH:49][CH:50]=2)=[CH:42][CH:41]=1.C(N(CC)C(C)C)(C)C. Given the product [CH3:1][O:2][C:3](=[O:4])[NH:5][C@H:6]([C:7]([N:52]1[CH2:53][C@@H:54]([S:56][CH3:57])[CH2:55][C@H:51]1[C:48]1[NH:49][CH:50]=[C:46]([C:43]2[CH:44]=[CH:45][C:40]([Br:39])=[CH:41][CH:42]=2)[N:47]=1)=[O:8])[CH:10]([CH3:12])[CH3:11], predict the reactants needed to synthesize it.